This data is from Reaction yield outcomes from USPTO patents with 853,638 reactions. The task is: Predict the reaction yield, written as a fraction of the theoretical maximum amount of product (1.0 means a 100% yield; for example, 0.34 means a 34% yield). (1) The reactants are [C:1]([C:4]1[C:5](=[O:23])[CH2:6][CH2:7][C:8]2([CH2:19][CH2:20][CH2:21][CH3:22])[C:16]=1[C:15]1[C:10](=[CH:11][C:12]([NH2:18])=[C:13]([F:17])[CH:14]=1)[CH2:9]2)(=[O:3])[CH3:2].N#N.[Br:26]N1C(=O)CCC1=O. The catalyst is CN(C)C=O. The product is [C:1]([C:4]1[C:5](=[O:23])[CH2:6][CH2:7][C:8]2([CH2:19][CH2:20][CH2:21][CH3:22])[C:16]=1[C:15]1[C:10](=[C:11]([Br:26])[C:12]([NH2:18])=[C:13]([F:17])[CH:14]=1)[CH2:9]2)(=[O:3])[CH3:2]. The yield is 0.750. (2) The reactants are Cl.Cl.[CH2:3]([NH2:10])[C:4]1[CH:9]=[CH:8][CH:7]=[CH:6][CH:5]=1.C([N:14](C(C)C)CC)(C)C.O=[C:21]([CH2:27][C:28]([O:30][CH3:31])=[O:29])[CH2:22][C:23](OC)=[O:24]. The catalyst is C1(C)C=CC=CC=1. The product is [CH2:3]([N:10]1[C:23]([OH:24])=[CH:22][C:21]([CH2:27][C:28]([O:30][CH3:31])=[O:29])=[N:14]1)[C:4]1[CH:9]=[CH:8][CH:7]=[CH:6][CH:5]=1. The yield is 0.640. (3) The reactants are [NH2:1][C@@H:2]([C:12]([O:14][C:15]([CH3:18])([CH3:17])[CH3:16])=[O:13])[CH2:3][CH2:4][C:5](=[O:11])OC(C)(C)C.[C:19]([C:23]1[CH:28]=[CH:27][C:26]([CH2:29][CH:30]=O)=[CH:25][CH:24]=1)([O:21][CH3:22])=[O:20].C(O)(=O)C.[BH3-]C#N.[Na+]. The catalyst is CO.CCOC(C)=O. The product is [CH3:22][O:21][C:19]([C:23]1[CH:28]=[CH:27][C:26]([CH2:29][CH2:30][N:1]2[C:5](=[O:11])[CH2:4][CH2:3][C@@H:2]2[C:12]([O:14][C:15]([CH3:16])([CH3:17])[CH3:18])=[O:13])=[CH:25][CH:24]=1)=[O:20]. The yield is 0.750. (4) The reactants are [OH:1][C@@H:2]1[CH2:6][CH2:5][O:4][CH2:3]1.CC(C)([O-])C.[K+].F[C:14]1[CH:19]=[CH:18][C:17]([N+:20]([O-:22])=[O:21])=[CH:16][C:15]=1[N:23]1[C:27](=[O:28])[N:26]([CH3:29])[N:25]=[N:24]1. The catalyst is C1COCC1. The product is [O:4]1[CH2:5][CH2:6][C@@H:2]([O:1][C:14]2[CH:19]=[CH:18][C:17]([N+:20]([O-:22])=[O:21])=[CH:16][C:15]=2[N:23]2[C:27](=[O:28])[N:26]([CH3:29])[N:25]=[N:24]2)[CH2:3]1. The yield is 0.940. (5) The reactants are [CH2:1]([Mg]Br)[CH3:2].[C:5]([O:9][C:10]([N:12]1[C:21]2[C:16](=[CH:17][CH:18]=[CH:19][CH:20]=2)[C:15](=[O:22])[CH2:14][CH2:13]1)=[O:11])([CH3:8])([CH3:7])[CH3:6].OS([O-])(=O)=O.[Na+]. The catalyst is CCOCC. The product is [C:5]([O:9][C:10]([N:12]1[C:21]2[C:16](=[CH:17][CH:18]=[CH:19][CH:20]=2)[C:15]([CH2:1][CH3:2])([OH:22])[CH2:14][CH2:13]1)=[O:11])([CH3:8])([CH3:6])[CH3:7]. The yield is 0.710. (6) The reactants are Cl.[NH2:2][OH:3].C(N(CC)CC)C.[F:11][C:12]1[CH:17]=[CH:16][CH:15]=[C:14]([F:18])[C:13]=1[N:19]1[C:24]2[N:25]=[C:26]([NH:37][CH2:38][CH2:39][C:40]#[N:41])[N:27]=[C:28]([C:29]3[CH:34]=[CH:33][C:32]([F:35])=[CH:31][C:30]=3[CH3:36])[C:23]=2[CH:22]=[CH:21][C:20]1=[O:42]. The catalyst is CS(C)=O. The product is [F:11][C:12]1[CH:17]=[CH:16][CH:15]=[C:14]([F:18])[C:13]=1[N:19]1[C:24]2[N:25]=[C:26]([NH:37][CH2:38][CH2:39][C:40]([NH:2][OH:3])=[NH:41])[N:27]=[C:28]([C:29]3[CH:34]=[CH:33][C:32]([F:35])=[CH:31][C:30]=3[CH3:36])[C:23]=2[CH:22]=[CH:21][C:20]1=[O:42]. The yield is 0.450. (7) The reactants are [Cl:1][C:2]1[N:3]=[C:4](Cl)[C:5]2[N:10]=[CH:9][S:8][C:6]=2[N:7]=1.[CH3:12][S:13]([C:16]1[CH:17]=[C:18]([CH:20]=[CH:21][CH:22]=1)[NH2:19])(=[O:15])=[O:14].CCN(C(C)C)C(C)C.O. The catalyst is CS(C)=O. The product is [Cl:1][C:2]1[N:3]=[C:4]([NH:19][C:18]2[CH:20]=[CH:21][CH:22]=[C:16]([S:13]([CH3:12])(=[O:15])=[O:14])[CH:17]=2)[C:5]2[N:10]=[CH:9][S:8][C:6]=2[N:7]=1. The yield is 0.660.